Dataset: Forward reaction prediction with 1.9M reactions from USPTO patents (1976-2016). Task: Predict the product of the given reaction. (1) Given the reactants N1C=CC=CC=1.[CH3:7][S:8](Cl)(=[O:10])=[O:9].[F:12][C:13]1[CH:18]=[CH:17][C:16]([C:19]2[C:28]3[C:23](=[CH:24][C:25]([NH2:29])=[CH:26][CH:27]=3)[O:22][C:21]([CH3:31])([CH3:30])[CH:20]=2)=[CH:15][CH:14]=1, predict the reaction product. The product is: [F:12][C:13]1[CH:18]=[CH:17][C:16]([C:19]2[C:28]3[C:23](=[CH:24][C:25]([NH:29][S:8]([CH3:7])(=[O:10])=[O:9])=[CH:26][CH:27]=3)[O:22][C:21]([CH3:31])([CH3:30])[CH:20]=2)=[CH:15][CH:14]=1. (2) Given the reactants [N+:1]([C:4]1[CH:9]=[CH:8][C:7]([S:10]([CH3:17])(=[N:12][C:13](=[O:16])[NH:14][CH3:15])=[O:11])=[CH:6][CH:5]=1)([O-])=O, predict the reaction product. The product is: [NH2:1][C:4]1[CH:9]=[CH:8][C:7]([S:10]([CH3:17])(=[N:12][C:13](=[O:16])[NH:14][CH3:15])=[O:11])=[CH:6][CH:5]=1. (3) Given the reactants [CH:1]1([CH2:6][N:7]([CH2:29][CH3:30])[C:8]2[C:9]([CH2:16][NH:17][C:18]3[N:23]=[CH:22][C:21]([O:24][CH2:25][CH2:26][S:27][CH3:28])=[CH:20][N:19]=3)=[N:10][C:11]([O:14][CH3:15])=[CH:12][CH:13]=2)[CH2:5][CH2:4][CH2:3][CH2:2]1.[H-].[Na+].Br[CH:34]([C:36]1[CH:41]=[C:40]([C:42]([F:45])([F:44])[F:43])[CH:39]=[C:38]([C:46]([F:49])([F:48])[F:47])[CH:37]=1)[CH3:35].O, predict the reaction product. The product is: [F:43][C:42]([F:44])([F:45])[C:40]1[CH:41]=[C:36]([CH:34]([N:17]([CH2:16][C:9]2[C:8]([N:7]([CH2:6][CH:1]3[CH2:5][CH2:4][CH2:3][CH2:2]3)[CH2:29][CH3:30])=[CH:13][CH:12]=[C:11]([O:14][CH3:15])[N:10]=2)[C:18]2[N:23]=[CH:22][C:21]([O:24][CH2:25][CH2:26][S:27][CH3:28])=[CH:20][N:19]=2)[CH3:35])[CH:37]=[C:38]([C:46]([F:47])([F:48])[F:49])[CH:39]=1. (4) Given the reactants [CH3:1][O:2][C:3]([CH:5]([O:7][C:8]1[C:13]([N+:14]([O-])=O)=[CH:12][CH:11]=[CH:10][N:9]=1)[CH3:6])=[O:4], predict the reaction product. The product is: [NH2:14][C:13]1[C:8]([O:7][CH:5]([C:3]([O:2][CH3:1])=[O:4])[CH3:6])=[N:9][CH:10]=[CH:11][CH:12]=1.